Predict which catalyst facilitates the given reaction. From a dataset of Catalyst prediction with 721,799 reactions and 888 catalyst types from USPTO. (1) Reactant: [OH:1][C@@H:2]([C:4]1[N:5]=[C:6]2[C:14](=[CH:15][CH:16]=1)[CH2:13][C@H:12]1[N:7]2[C@H:8]([CH3:17])[CH2:9][NH:10][CH2:11]1)[CH3:3].[C:18]([O:22][C:23](O[C:23]([O:22][C:18]([CH3:21])([CH3:20])[CH3:19])=[O:24])=[O:24])([CH3:21])([CH3:20])[CH3:19]. Product: [C:18]([O:22][C:23]([N:10]1[CH2:9][C@@H:8]([CH3:17])[N:7]2[C@H:12]([CH2:13][C:14]3[C:6]2=[N:5][C:4]([C@H:2]([OH:1])[CH3:3])=[CH:16][CH:15]=3)[CH2:11]1)=[O:24])([CH3:21])([CH3:20])[CH3:19]. The catalyst class is: 112. (2) Reactant: [O:1]=[C:2]1[N:6]([C:7]2[CH:12]=[CH:11][C:10]([O:13][C:14]3[CH:19]=[CH:18][CH:17]=[CH:16][CH:15]=3)=[CH:9][CH:8]=2)[CH:5]=[CH:4][N:3]1[C:20]1[CH:25]=[CH:24][C:23]([NH:26]C(=O)C)=[CH:22][CH:21]=1.Cl.N. Product: [NH2:26][C:23]1[CH:22]=[CH:21][C:20]([N:3]2[CH:4]=[CH:5][N:6]([C:7]3[CH:12]=[CH:11][C:10]([O:13][C:14]4[CH:19]=[CH:18][CH:17]=[CH:16][CH:15]=4)=[CH:9][CH:8]=3)[C:2]2=[O:1])=[CH:25][CH:24]=1. The catalyst class is: 8. (3) Reactant: [Br:1][C:2]1[CH:11]=[C:10]2[C:5]([CH:6]=[C:7](O)[C:8]([C:12]([OH:14])=[O:13])=[CH:9]2)=[CH:4][CH:3]=1.[C:16](=O)([O-])[O-].[K+].[K+].COS([O:27][CH3:28])(=O)=O. Product: [CH3:16][O:14][C:12]([C:8]1[C:7]([O:27][CH3:28])=[CH:6][C:5]2[C:10](=[CH:11][C:2]([Br:1])=[CH:3][CH:4]=2)[CH:9]=1)=[O:13]. The catalyst class is: 21.